From a dataset of Reaction yield outcomes from USPTO patents with 853,638 reactions. Predict the reaction yield, written as a fraction of the theoretical maximum amount of product (1.0 means a 100% yield; for example, 0.34 means a 34% yield). (1) The reactants are Cl[C:2]([O:4][CH2:5][CH3:6])=[O:3].[CH:7]12[CH2:16][CH:11]3[CH2:12][CH:13]([CH2:15][CH:9]([CH2:10]3)[CH:8]1[C:17]1[CH:22]=[C:21]([CH3:23])[CH:20]=[CH:19][C:18]=1[OH:24])[CH2:14]2.CCN(CC)CC. The catalyst is CN(C1C=CN=CC=1)C.ClCCl. The product is [C:2](=[O:3])([O:4][CH2:5][CH3:6])[O:24][C:18]1[CH:19]=[CH:20][C:21]([CH3:23])=[CH:22][C:17]=1[CH:8]1[CH:9]2[CH2:10][CH:11]3[CH2:12][CH:13]([CH2:14][CH:7]1[CH2:16]3)[CH2:15]2. The yield is 0.940. (2) The reactants are C(N(C(C)C)CC)(C)C.[Cl:10][C:11]1[CH:12]=[CH:13][C:14]2[N:19]=[C:18]([C:20]3[C:29]4[C:24](=[CH:25][CH:26]=[CH:27][CH:28]=4)[CH:23]=[CH:22][CH:21]=3)[O:17][C:16](=[O:30])[C:15]=2[CH:31]=1.[CH:32]1([CH2:36][NH2:37])[CH2:35][CH2:34][CH2:33]1. No catalyst specified. The product is [Cl:10][C:11]1[CH:12]=[CH:13][C:14]([NH:19][C:18]([C:20]2[C:29]3[C:24](=[CH:25][CH:26]=[CH:27][CH:28]=3)[CH:23]=[CH:22][CH:21]=2)=[O:17])=[C:15]([C:16]([NH:37][CH2:36][CH:32]2[CH2:35][CH2:34][CH2:33]2)=[O:30])[CH:31]=1. The yield is 0.850. (3) The reactants are Cl[C:2]1[N:7]2[N:8]=[CH:9][CH:10]=[C:6]2[N:5]=[C:4]([NH:11][C:12](=[O:23])[C:13]2[CH:18]=[CH:17][C:16]([C:19]([OH:22])([CH3:21])[CH3:20])=[CH:15][CH:14]=2)[CH:3]=1.[NH:24]1[CH2:29][CH2:28][NH:27][CH2:26][C:25]1=[O:30]. The catalyst is CN1C(=O)CCC1.CS(C)=O.CO. The product is [OH:22][C:19]([C:16]1[CH:17]=[CH:18][C:13]([C:12]([NH:11][C:4]2[CH:3]=[C:2]([N:27]3[CH2:28][CH2:29][NH:24][C:25](=[O:30])[CH2:26]3)[N:7]3[N:8]=[CH:9][CH:10]=[C:6]3[N:5]=2)=[O:23])=[CH:14][CH:15]=1)([CH3:21])[CH3:20]. The yield is 0.290. (4) The reactants are [O:1]1[CH:5]=[CH:4][CH:3]=[C:2]1[C:6]1[O:7][C:8]([CH2:38]C)=[C:9]([CH2:11][O:12][C:13]2[CH:35]=[CH:34][C:16]([CH2:17][O:18][C:19]3[C:23](/[CH:24]=[CH:25]/[CH2:26]O)=[CH:22][N:21]([C:28]4[CH:33]=[CH:32][CH:31]=[CH:30][CH:29]=4)[N:20]=3)=[CH:15][C:14]=2[O:36][CH3:37])[N:10]=1.C(P(CCCC)CCCC)CCC.[NH:53]1[CH:57]=[N:56][CH:55]=[N:54]1.N(C(N1CCCCC1)=O)=NC(N1CCCCC1)=O. The catalyst is O1CCCC1. The product is [O:1]1[CH:5]=[CH:4][CH:3]=[C:2]1[C:6]1[O:7][C:8]([CH3:38])=[C:9]([CH2:11][O:12][C:13]2[CH:35]=[CH:34][C:16]([CH2:17][O:18][C:19]3[C:23]([CH:24]([N:53]4[CH:57]=[N:56][CH:55]=[N:54]4)[CH:25]=[CH2:26])=[CH:22][N:21]([C:28]4[CH:29]=[CH:30][CH:31]=[CH:32][CH:33]=4)[N:20]=3)=[CH:15][C:14]=2[O:36][CH3:37])[N:10]=1. The yield is 0.450. (5) The reactants are COC1C=C(OC)C=CC=1C[N:6]([C:32]1[CH:37]=[CH:36][N:35]=[CH:34][N:33]=1)[S:7]([C:10]1[C:15]([F:16])=[CH:14][C:13]([O:17][C@H:18]2[CH2:23][CH2:22][CH2:21][CH2:20][C@@H:19]2[C:24]2[N:28]([CH2:29][CH3:30])[N:27]=[CH:26][CH:25]=2)=[CH:12][C:11]=1[F:31])(=[O:9])=[O:8].C([SiH](CC)CC)C.FC(F)(F)C(O)=O. The catalyst is ClCCl. The product is [CH2:29]([N:28]1[C:24]([C@H:19]2[CH2:20][CH2:21][CH2:22][CH2:23][C@@H:18]2[O:17][C:13]2[CH:12]=[C:11]([F:31])[C:10]([S:7]([NH:6][C:32]3[CH:37]=[CH:36][N:35]=[CH:34][N:33]=3)(=[O:8])=[O:9])=[C:15]([F:16])[CH:14]=2)=[CH:25][CH:26]=[N:27]1)[CH3:30]. The yield is 0.420. (6) The reactants are [C:1]([CH2:4][O:5][C:6]1[CH:16]=[CH:15][CH:14]=[CH:13][C:7]=1[O:8][CH2:9][C:10]([NH2:12])=[O:11])(=[O:3])[NH2:2].[Cl:17][S:18](O)(=[O:20])=[O:19].ClCCl. The catalyst is O. The product is [C:10]([CH2:9][O:8][C:7]1[CH:13]=[CH:14][C:15]([S:18]([Cl:17])(=[O:20])=[O:19])=[CH:16][C:6]=1[O:5][CH2:4][C:1]([NH2:2])=[O:3])(=[O:11])[NH2:12]. The yield is 0.770. (7) The reactants are C([SiH2][O:6][C:7](C)(C)[C:8]1[CH:9]=[C:10](OS(C(F)(F)F)(=O)=O)[CH:11]=[N:12][CH:13]=1)(C)(C)C.B1(B2OC(C)(C)C(C)(C)O2)OC(C)(C)C(C)(C)O1.C([O-])(=O)C.[K+].C(=O)([O-])[O-].[Na+].[Na+].[F:53][C:54]([F:88])([F:87])[C:55]1[CH:56]=[C:57]([C:65]([CH3:86])([CH3:85])[C:66]([N:68]([C:70]2[CH:71]=[N:72][C:73](Cl)=[CH:74][C:75]=2[C:76]2[CH:81]=[CH:80][C:79]([F:82])=[CH:78][C:77]=2[CH3:83])[CH3:69])=[O:67])[CH:58]=[C:59]([C:61]([F:64])([F:63])[F:62])[CH:60]=1. The catalyst is CN(C)C=O.[OH-].[Na+].[CH-]1C=C(P(C2C=CC=CC=2)C2C=CC=CC=2)C=C1.[CH-]1C=C(P(C2C=CC=CC=2)C2C=CC=CC=2)C=C1.Cl[Pd]Cl.[Fe+2]. The product is [F:64][C:61]([F:62])([F:63])[C:59]1[CH:58]=[C:57]([C:65]([CH3:86])([CH3:85])[C:66]([N:68]([C:70]2[C:75]([C:76]3[CH:81]=[CH:80][C:79]([F:82])=[CH:78][C:77]=3[CH3:83])=[CH:74][C:73]([C:10]3[CH:11]=[N:12][CH:13]=[C:8]([CH2:7][OH:6])[CH:9]=3)=[N:72][CH:71]=2)[CH3:69])=[O:67])[CH:56]=[C:55]([C:54]([F:88])([F:53])[F:87])[CH:60]=1. The yield is 0.140. (8) The reactants are [NH2:1][C:2]1[C:3]([C:12]([NH2:14])=[O:13])=[N:4][CH:5]=[C:6]([C:8]([F:11])([F:10])[F:9])[CH:7]=1.[CH:15](OCC)(OCC)OCC. No catalyst specified. The product is [F:10][C:8]([F:11])([F:9])[C:6]1[CH:5]=[N:4][C:3]2[C:12](=[O:13])[NH:14][CH:15]=[N:1][C:2]=2[CH:7]=1. The yield is 0.840.